Task: Predict the reactants needed to synthesize the given product.. Dataset: Full USPTO retrosynthesis dataset with 1.9M reactions from patents (1976-2016) (1) Given the product [CH:1]1([NH:4][C:5]2[N:13]=[C:12]([C:14]([F:16])([F:15])[F:17])[N:11]=[C:10]3[C:6]=2[N:7]=[CH:8][N:9]3[CH:33]2[CH2:34][CH2:35][CH2:36][CH2:31]2)[CH2:2][CH2:3]1, predict the reactants needed to synthesize it. The reactants are: [CH:1]1([NH:4][C:5]2[N:13]=[C:12]([C:14]([F:17])([F:16])[F:15])[N:11]=[C:10]3[C:6]=2[NH:7][CH:8]=[N:9]3)[CH2:3][CH2:2]1.[CH:35]1[CH:36]=[CH:31]C(P([C:31]2[CH:36]=[CH:35][CH:34]=[CH:33]C=2)[C:35]2[CH:36]=[CH:31]C=[CH:33][CH:34]=2)=[CH:33][CH:34]=1.C1(O)CCCC1.CC(OC(/N=N/C(OC(C)C)=O)=O)C. (2) Given the product [Br:14][CH2:9][C:5]1[CH:6]=[CH:7][CH:8]=[C:3]([C:2]([F:12])([F:11])[F:1])[CH:4]=1, predict the reactants needed to synthesize it. The reactants are: [F:1][C:2]([F:12])([F:11])[C:3]1[CH:4]=[C:5]([CH2:9]O)[CH:6]=[CH:7][CH:8]=1.P(Br)(Br)[Br:14].O.